Task: Predict the reaction yield, written as a fraction of the theoretical maximum amount of product (1.0 means a 100% yield; for example, 0.34 means a 34% yield).. Dataset: Reaction yield outcomes from USPTO patents with 853,638 reactions (1) The reactants are [H-].[Na+].[CH:3]([C:6]1[CH:21]=[CH:20][C:9]([CH2:10][C:11]2[C:16]([CH3:17])=[CH:15][C:14]([CH3:18])=[CH:13][C:12]=2[OH:19])=[CH:8][CH:7]=1)([CH3:5])[CH3:4].[CH3:22]I.O. The catalyst is CN(C=O)C. The product is [CH:3]([C:6]1[CH:21]=[CH:20][C:9]([CH2:10][C:11]2[C:16]([CH3:17])=[CH:15][C:14]([CH3:18])=[CH:13][C:12]=2[O:19][CH3:22])=[CH:8][CH:7]=1)([CH3:5])[CH3:4]. The yield is 0.820. (2) The reactants are CC(OI1(OC(C)=O)(OC(C)=O)OC(=O)C2C=CC=CC1=2)=O.[Br:23][C:24]1[CH:29]=[C:28]([CH3:30])[C:27]([CH2:31][CH2:32][OH:33])=[C:26]([CH3:34])[CH:25]=1. The catalyst is C(Cl)Cl. The product is [Br:23][C:24]1[CH:25]=[C:26]([CH3:34])[C:27]([CH2:31][CH:32]=[O:33])=[C:28]([CH3:30])[CH:29]=1. The yield is 0.990. (3) The reactants are Cl.[CH:2]1([CH2:8][C@H:9]([NH:17][C:18](=[O:31])[C@@H:19]([NH2:30])[CH2:20][C:21]2[C:22]3[CH:29]=[CH:28][CH:27]=[CH:26][C:23]=3[S:24][CH:25]=2)[C:10](=[O:16])[NH:11][CH2:12][CH2:13][O:14][CH3:15])[CH2:7][CH2:6][CH2:5][CH2:4][CH2:3]1.[CH3:32][O:33][C:34]1[CH:39]=[C:38]([O:40][CH3:41])[CH:37]=[CH:36][C:35]=1[CH2:42][N:43]([O:55][CH2:56][C:57]1[CH:62]=[CH:61][C:60]([O:63][CH3:64])=[CH:59][CH:58]=1)[C:44]([CH2:46][C@@H:47]([CH2:51][CH2:52][CH2:53][CH3:54])[C:48](O)=[O:49])=[O:45].[Na].C(Cl)CCl.C1C=CC2N(O)N=NC=2C=1.CN1CCOCC1. The catalyst is ClCCl. The product is [CH:2]1([CH2:8][C@H:9]([NH:17][C:18]([C@@H:19]([NH:30][C:48](=[O:49])[C@H:47]([CH2:51][CH2:52][CH2:53][CH3:54])[CH2:46][C:44]([N:43]([CH2:42][C:35]2[CH:36]=[CH:37][C:38]([O:40][CH3:41])=[CH:39][C:34]=2[O:33][CH3:32])[O:55][CH2:56][C:57]2[CH:58]=[CH:59][C:60]([O:63][CH3:64])=[CH:61][CH:62]=2)=[O:45])[CH2:20][C:21]2[C:22]3[CH:29]=[CH:28][CH:27]=[CH:26][C:23]=3[S:24][CH:25]=2)=[O:31])[C:10](=[O:16])[NH:11][CH2:12][CH2:13][O:14][CH3:15])[CH2:3][CH2:4][CH2:5][CH2:6][CH2:7]1. The yield is 0.810. (4) The product is [SH:10][C:11]1[CH:19]=[CH:18][CH:17]=[CH:16][C:12]=1[C:13]([O:5][CH2:4][CH:3]([CH2:1][CH3:2])[CH2:6][CH2:7][CH2:8][CH3:9])=[O:14]. The yield is 0.950. The reactants are [CH2:1]([CH:3]([CH2:6][CH2:7][CH2:8][CH3:9])[CH2:4][OH:5])[CH3:2].[SH:10][C:11]1[CH:19]=[CH:18][CH:17]=[CH:16][C:12]=1[C:13](O)=[O:14].S(=O)(=O)(O)O. The catalyst is O.C1(C)C=CC=CC=1. (5) The reactants are [C:1]([C:4]1[C:9](=[O:10])[C:8]([O:11][CH3:12])=[CH:7][N:6]([C:13]2[CH:18]=[CH:17][C:16]([N:19]3[CH:23]=[CH:22][CH:21]=[N:20]3)=[CH:15][C:14]=2[F:24])[N:5]=1)(=O)[CH3:2].[CH3:25]C(O)=O.[F:29][C:30]1[CH:35]=[CH:34][CH:33]=[CH:32][C:31]=1[NH:36][NH2:37]. The catalyst is COC(OC)N(C)C. The product is [F:29][C:30]1[CH:35]=[CH:34][CH:33]=[CH:32][C:31]=1[N:36]1[C:1]([C:4]2[C:9](=[O:10])[C:8]([O:11][CH3:12])=[CH:7][N:6]([C:13]3[CH:18]=[CH:17][C:16]([N:19]4[CH:23]=[CH:22][CH:21]=[N:20]4)=[CH:15][C:14]=3[F:24])[N:5]=2)=[CH:2][CH:25]=[N:37]1. The yield is 0.470. (6) The reactants are C(=O)([O-])[O-].[K+].[K+].[NH2:7][C:8]1[C:23]([Cl:24])=[CH:22][C:21]([Cl:25])=[CH:20][C:9]=1[C:10]([N:12]=[S:13]([CH:17]([CH3:19])[CH3:18])[CH:14]([CH3:16])[CH3:15])=[O:11].[Cl:26][C:27]1[C:28]([N:33]2[C:37]([C:38](Cl)=[O:39])=[CH:36][C:35]([C:41]([F:44])([F:43])[F:42])=[N:34]2)=[N:29][CH:30]=[CH:31][CH:32]=1.O. The catalyst is C1(C)C=CC=CC=1. The product is [Cl:26][C:27]1[C:28]([N:33]2[C:37]([C:38]([NH:7][C:8]3[C:9]([C:10](=[O:11])[N:12]=[S:13]([CH:17]([CH3:19])[CH3:18])[CH:14]([CH3:15])[CH3:16])=[CH:20][C:21]([Cl:25])=[CH:22][C:23]=3[Cl:24])=[O:39])=[CH:36][C:35]([C:41]([F:44])([F:42])[F:43])=[N:34]2)=[N:29][CH:30]=[CH:31][CH:32]=1. The yield is 0.840.